Dataset: Reaction yield outcomes from USPTO patents with 853,638 reactions. Task: Predict the reaction yield, written as a fraction of the theoretical maximum amount of product (1.0 means a 100% yield; for example, 0.34 means a 34% yield). (1) The reactants are [N:1]1([CH2:7][C:8]2[CH:13]=[CH:12][C:11]([C:14]([N:16]3[CH2:21][CH2:20][NH:19][CH2:18][CH2:17]3)=[O:15])=[CH:10][CH:9]=2)[CH2:6][CH2:5][O:4][CH2:3][CH2:2]1.C(O[C:25]1(O[Si](C)(C)C)[CH2:27][CH2:26]1)C.C(O)(=O)C.[BH3-]C#N.[Na+]. The catalyst is CO. The product is [CH:25]1([N:19]2[CH2:18][CH2:17][N:16]([C:14]([C:11]3[CH:10]=[CH:9][C:8]([CH2:7][N:1]4[CH2:2][CH2:3][O:4][CH2:5][CH2:6]4)=[CH:13][CH:12]=3)=[O:15])[CH2:21][CH2:20]2)[CH2:27][CH2:26]1. The yield is 0.380. (2) The reactants are Br[C:2]1[O:6][C:5]([CH3:7])=[N:4][C:3]=1[C:8]1[CH:17]=[CH:16][C:15]2[CH2:14][CH2:13][CH2:12][CH2:11][C:10]=2[CH:9]=1.O1CCCC1.CCCCCC.C([Li])CCC.[C:34](=[O:36])=[O:35]. The catalyst is O. The product is [CH3:7][C:5]1[O:6][C:2]([C:34]([OH:36])=[O:35])=[C:3]([C:8]2[CH:17]=[CH:16][C:15]3[CH2:14][CH2:13][CH2:12][CH2:11][C:10]=3[CH:9]=2)[N:4]=1. The yield is 0.760. (3) The reactants are [CH3:1][C:2]([C:4]1[CH:5]=[CH:6][C:7]([OH:11])=[CH:8][C:9]=1[OH:10])=[O:3].N1C[CH2:15][CH2:14][CH2:13]1.CC(C)=O. The catalyst is C1(C)C=CC=CC=1. The product is [OH:11][C:7]1[CH:8]=[C:9]2[C:4]([C:2](=[O:3])[CH2:1][C:14]([CH3:15])([CH3:13])[O:10]2)=[CH:5][CH:6]=1. The yield is 0.330. (4) The reactants are C(OC(=O)[NH:7][C:8]1[CH:13]=[CH:12][CH:11]=[CH:10][C:9]=1[NH:14][C:15](=[O:26])[C:16]1[CH:21]=[CH:20][C:19]([NH:22][C:23](=[O:25])[CH3:24])=[CH:18][CH:17]=1)(C)(C)C.[C:28]([OH:34])([C:30]([F:33])([F:32])[F:31])=[O:29]. The catalyst is C(Cl)Cl. The product is [F:31][C:30]([F:33])([F:32])[C:28]([OH:34])=[O:29].[C:23]([NH:22][C:19]1[CH:20]=[CH:21][C:16]([C:15]([NH:14][C:9]2[CH:10]=[CH:11][CH:12]=[CH:13][C:8]=2[NH2:7])=[O:26])=[CH:17][CH:18]=1)(=[O:25])[CH3:24]. The yield is 0.990. (5) The reactants are S(O)(O)(=O)=O.[CH3:6][S:7][C:8](=[NH:10])[NH2:9].[CH:11]1([C:15](/[C:17](=[CH:22]/N(C)C)/[C:18]([O:20][CH3:21])=[O:19])=O)[CH2:14][CH2:13][CH2:12]1.C([O-])(=O)C.[Na+].O. The catalyst is CN(C=O)C.CCOC(C)=O. The product is [CH:11]1([C:15]2[C:17]([C:18]([O:20][CH3:21])=[O:19])=[CH:22][N:9]=[C:8]([S:7][CH3:6])[N:10]=2)[CH2:12][CH2:13][CH2:14]1. The yield is 0.440. (6) The reactants are [CH3:1][N:2]1[C:7](=[O:8])[C:6]([N:9]2[CH2:14][CH2:13][S:12](=[O:16])(=[O:15])[CH2:11][CH2:10]2)=[C:5]2[C:17](=[O:33])[N:18]([CH2:21][CH2:22][C:23]3[CH:32]=[CH:31][C:30]4[C:25](=[CH:26][CH:27]=[CH:28][CH:29]=4)[N:24]=3)[C:19](=S)[C:4]2=[CH:3]1.C1COCC1. The catalyst is [Ni].CCO. The product is [CH3:1][N:2]1[C:7](=[O:8])[C:6]([N:9]2[CH2:10][CH2:11][S:12](=[O:16])(=[O:15])[CH2:13][CH2:14]2)=[C:5]2[C:17](=[O:33])[N:18]([CH2:21][CH2:22][C:23]3[CH:32]=[CH:31][C:30]4[C:25](=[CH:26][CH:27]=[CH:28][CH:29]=4)[N:24]=3)[CH2:19][C:4]2=[CH:3]1. The yield is 0.480.